Dataset: Catalyst prediction with 721,799 reactions and 888 catalyst types from USPTO. Task: Predict which catalyst facilitates the given reaction. Reactant: [CH:1]1([N:6]2[CH:10]=[C:9]([CH2:11][C:12]([O:14][CH:15]3[CH2:19][CH2:18][CH2:17][CH2:16]3)=[O:13])[N:8]=[CH:7]2)[CH2:5][CH2:4][CH2:3][CH2:2]1.C[Si](C)(C)N[Si](C)(C)C.[Li].C([C:32]([O:34][CH3:35])=[O:33])#N.[NH4+].[Cl-]. Product: [CH:1]1([N:6]2[CH:10]=[C:9]([CH:11]([C:32]([O:34][CH3:35])=[O:33])[C:12]([O:14][CH:15]3[CH2:16][CH2:17][CH2:18][CH2:19]3)=[O:13])[N:8]=[CH:7]2)[CH2:2][CH2:3][CH2:4][CH2:5]1. The catalyst class is: 7.